This data is from Catalyst prediction with 721,799 reactions and 888 catalyst types from USPTO. The task is: Predict which catalyst facilitates the given reaction. (1) Reactant: C[O:2][C:3](=[O:22])[C:4]1[CH:16]=[C:15]([C:17]2[S:18][CH:19]=[CH:20][N:21]=2)[CH:14]=[C:6]([C:7]([N:9]([CH3:13])[CH2:10][CH2:11][CH3:12])=[O:8])[CH:5]=1.[OH-].[Na+].Cl. Product: [CH3:13][N:9]([CH2:10][CH2:11][CH3:12])[C:7](=[O:8])[C:6]1[CH:5]=[C:4]([CH:16]=[C:15]([C:17]2[S:18][CH:19]=[CH:20][N:21]=2)[CH:14]=1)[C:3]([OH:22])=[O:2]. The catalyst class is: 5. (2) Reactant: [Cl:1][C:2]1[CH:7]=[C:6](F)[CH:5]=[CH:4][C:3]=1[N+:9]([O-:11])=[O:10].[CH3:12][N:13]1[CH2:18][CH2:17][NH:16][CH2:15][CH2:14]1.CCN(C(C)C)C(C)C. Product: [Cl:1][C:2]1[CH:7]=[C:6]([N:16]2[CH2:17][CH2:18][N:13]([CH3:12])[CH2:14][CH2:15]2)[CH:5]=[CH:4][C:3]=1[N+:9]([O-:11])=[O:10]. The catalyst class is: 1. (3) Reactant: [Cl:1][C:2]1[CH:3]=[C:4]([C:12]2[S:16][N:15]=[C:14]([C:17]3[C:18]([O:36][CH3:37])=[C:19]([CH2:23][CH2:24][N:25]4[CH2:30][CH2:29][CH:28]([C:31]([O:33]CC)=[O:32])[CH2:27][CH2:26]4)[CH:20]=[CH:21][CH:22]=3)[N:13]=2)[CH:5]=[CH:6][C:7]=1[O:8][CH:9]([CH3:11])[CH3:10].[OH-].[Na+].Cl. Product: [Cl:1][C:2]1[CH:3]=[C:4]([C:12]2[S:16][N:15]=[C:14]([C:17]3[C:18]([O:36][CH3:37])=[C:19]([CH2:23][CH2:24][N:25]4[CH2:26][CH2:27][CH:28]([C:31]([OH:33])=[O:32])[CH2:29][CH2:30]4)[CH:20]=[CH:21][CH:22]=3)[N:13]=2)[CH:5]=[CH:6][C:7]=1[O:8][CH:9]([CH3:10])[CH3:11]. The catalyst class is: 738.